From a dataset of Reaction yield outcomes from USPTO patents with 853,638 reactions. Predict the reaction yield, written as a fraction of the theoretical maximum amount of product (1.0 means a 100% yield; for example, 0.34 means a 34% yield). (1) The reactants are [Cl:1][C:2]1[CH:7]=[CH:6][CH:5]=[CH:4][C:3]=1[C@H:8]([N:13]1[CH2:18][CH2:17][CH:16]2[S:19][C:20](=[O:22])[CH:21]=[C:15]2[CH2:14]1)[C:9]([O:11][CH3:12])=[O:10].C(N(CC)CC)C.Cl[C:31]([O:33][CH2:34][CH3:35])=[O:32].C(OCC)(=O)C. The catalyst is O1CCCC1. The product is [CH2:34]([O:33][C:31]([O:22][C:20]1[S:19][C:16]2[CH2:17][CH2:18][N:13]([C@@H:8]([C:3]3[CH:4]=[CH:5][CH:6]=[CH:7][C:2]=3[Cl:1])[C:9]([O:11][CH3:12])=[O:10])[CH2:14][C:15]=2[CH:21]=1)=[O:32])[CH3:35]. The yield is 0.750. (2) The reactants are [OH:1][C:2]([CH3:12])([CH3:11])[C:3]([C:5]1[CH:10]=[CH:9][CH:8]=[CH:7][CH:6]=1)=[O:4].[Al+3].[Cl-:14].[Cl-].[Cl-].[CH2:17]=O.Cl.[OH-].[Na+]. The catalyst is C(Cl)(Cl)Cl.O. The product is [Cl:14][CH2:17][C:7]1[CH:6]=[C:5]([C:3](=[O:4])[C:2]([OH:1])([CH3:12])[CH3:11])[CH:10]=[CH:9][CH:8]=1. The yield is 0.330. (3) The reactants are F[C:2](F)(F)[C:3](O)=O.CC(N1[C:16]([C:17]([NH:19][CH2:20][C:21]2[CH:26]=[CH:25][C:24]([C:27]3[CH:28]=[C:29]4[C:33](=[C:34]([C:36]([NH2:38])=[O:37])[CH:35]=3)[NH:32][CH:31]=[C:30]4[CH:39]3[CH2:44][CH2:43][N:42]([S:45]([CH2:48][CH3:49])(=[O:47])=[O:46])[CH2:41][CH2:40]3)=[CH:23][CH:22]=2)=[O:18])=[CH:15][C:14](C)=[N:13]1)(C)C.CC(N1C(C(NCC2C=CC(B(O)O)=CC=2)=O)=CC(C)=N1)(C)C. No catalyst specified. The product is [CH2:48]([S:45]([N:42]1[CH2:41][CH2:40][CH:39]([C:30]2[C:29]3[C:33](=[C:34]([C:36]([NH2:38])=[O:37])[CH:35]=[C:27]([C:24]4[CH:23]=[CH:22][C:21]([CH2:20][NH:19][C:17]([C:16]5[CH:15]=[CH:14][N:13]=[CH:3][CH:2]=5)=[O:18])=[CH:26][CH:25]=4)[CH:28]=3)[NH:32][CH:31]=2)[CH2:44][CH2:43]1)(=[O:47])=[O:46])[CH3:49]. The yield is 0.458. (4) The catalyst is [Cu]I.O1CCOCC1. The yield is 0.170. The product is [Cl:10][C:6]1[CH:7]=[CH:8][N:9]=[C:2]([N:12]2[C:11](=[O:24])[C:16]3[S:17][C:18]4[CH2:23][CH2:22][CH2:21][CH2:20][C:19]=4[C:15]=3[CH2:14][CH2:13]2)[C:3]=1[CH:4]=[O:5]. The reactants are Br[C:2]1[N:9]=[CH:8][CH:7]=[C:6]([Cl:10])[C:3]=1[CH:4]=[O:5].[C:11]1(=[O:24])[C:16]2[S:17][C:18]3[CH2:23][CH2:22][CH2:21][CH2:20][C:19]=3[C:15]=2[CH2:14][CH2:13][NH:12]1.C([O-])([O-])=O.[K+].[K+].COC1C2C(=C3C(=CC=2)C(OC)=CC=N3)N=CC=1. (5) The reactants are [CH3:1][C:2]1([CH3:17])[C:6](=[O:7])[CH:5]=[C:4]([C:8]2[CH:13]=[CH:12][C:11]([N+:14]([O-:16])=[O:15])=[CH:10][CH:9]=2)[O:3]1.C1C(=O)N([Br:25])C(=O)C1. The catalyst is C(Cl)(Cl)Cl. The product is [Br:25][C:5]1[C:6](=[O:7])[C:2]([CH3:17])([CH3:1])[O:3][C:4]=1[C:8]1[CH:9]=[CH:10][C:11]([N+:14]([O-:16])=[O:15])=[CH:12][CH:13]=1. The yield is 0.440.